From a dataset of Full USPTO retrosynthesis dataset with 1.9M reactions from patents (1976-2016). Predict the reactants needed to synthesize the given product. (1) Given the product [CH:2]([C:3]1[CH:4]=[CH:5][C:6]([C:7]([NH:9][C:10]2[CH:19]=[CH:18][C:17]3[C:16]([CH3:21])([CH3:20])[CH2:15][CH2:14][C:13]([CH3:23])([CH3:22])[C:12]=3[CH:11]=2)=[O:8])=[CH:24][CH:25]=1)=[O:1], predict the reactants needed to synthesize it. The reactants are: [OH:1][CH2:2][C:3]1[CH:25]=[CH:24][C:6]([C:7]([NH:9][C:10]2[CH:19]=[CH:18][C:17]3[C:16]([CH3:21])([CH3:20])[CH2:15][CH2:14][C:13]([CH3:23])([CH3:22])[C:12]=3[CH:11]=2)=[O:8])=[CH:5][CH:4]=1. (2) Given the product [Br:15][C:16]1[C:22]([CH3:23])=[CH:21][C:19]([NH:20][C:4]([CH3:3])([CH3:8])[C:5]([O:7][CH2:25][CH3:26])=[O:6])=[CH:18][C:17]=1[CH3:24], predict the reactants needed to synthesize it. The reactants are: C([CH2:3][C:4](Br)([CH3:8])[C:5]([OH:7])=[O:6])C.C(=O)(O)[O-].[Na+].[Br:15][C:16]1[C:22]([CH3:23])=[CH:21][C:19]([NH2:20])=[CH:18][C:17]=1[CH3:24].[C:25](OCC)(=O)[CH3:26]. (3) Given the product [Cl:15][C:16]1[CH:22]=[CH:21][C:19]([NH:20][C:9](=[O:11])[C:8]2[CH:7]=[C:6]([CH:5]=[CH:4][C:3]=2[O:2][CH3:1])[C:12]([NH2:14])=[O:13])=[C:18]([F:23])[CH:17]=1, predict the reactants needed to synthesize it. The reactants are: [CH3:1][O:2][C:3]1[C:8]([C:9]([OH:11])=O)=[CH:7][C:6]([C:12]([NH2:14])=[O:13])=[CH:5][CH:4]=1.[Cl:15][C:16]1[CH:22]=[CH:21][C:19]([NH2:20])=[C:18]([F:23])[CH:17]=1. (4) Given the product [C:1]([C:5]1[CH:16]=[C:15]([O:17][CH3:18])[CH:14]=[CH:13][C:6]=1[O:7][CH2:8][C:9]([NH:19][NH2:20])=[O:10])([CH3:4])([CH3:3])[CH3:2], predict the reactants needed to synthesize it. The reactants are: [C:1]([C:5]1[CH:16]=[C:15]([O:17][CH3:18])[CH:14]=[CH:13][C:6]=1[O:7][CH2:8][C:9](OC)=[O:10])([CH3:4])([CH3:3])[CH3:2].[NH2:19][NH2:20]. (5) Given the product [N:20]1[CH:21]=[CH:22][CH:23]=[C:18]([CH2:17][O:16][CH2:15][CH2:14][CH:11]2[CH2:12][CH2:13][NH:8][CH2:9][CH2:10]2)[CH:19]=1, predict the reactants needed to synthesize it. The reactants are: C(OC([N:8]1[CH2:13][CH2:12][CH:11]([CH2:14][CH2:15][O:16][CH2:17][C:18]2[CH:19]=[N:20][CH:21]=[CH:22][CH:23]=2)[CH2:10][CH2:9]1)=O)(C)(C)C.Cl.O1CCOCC1. (6) Given the product [C:1]1([CH3:11])[CH:2]=[CH:3][C:4]([CH2:7][C:8]([O:10][CH3:17])=[O:9])=[CH:5][CH:6]=1, predict the reactants needed to synthesize it. The reactants are: [C:1]1([CH3:11])[CH:6]=[CH:5][C:4]([CH2:7][C:8]([OH:10])=[O:9])=[CH:3][CH:2]=1.S(=O)(=O)(O)O.[CH3:17]O. (7) Given the product [Cl:1][C:14]1[CH:15]=[CH:16][CH:17]=[CH:18][C:13]=1[O:12][P:11](=[N:2][C@@H:3]([CH3:10])[C:4]([O:6][CH:7]([CH3:9])[CH3:8])=[O:5])=[O:19], predict the reactants needed to synthesize it. The reactants are: [ClH:1].[NH2:2][C@@H:3]([CH3:10])[C:4]([O:6][CH:7]([CH3:9])[CH3:8])=[O:5].[P:11](Cl)(Cl)(=[O:19])[O:12][C:13]1[CH:18]=[CH:17][CH:16]=[CH:15][CH:14]=1.C(N(CC)CC)C. (8) Given the product [O:14]=[C:12]([NH:15][CH2:16][C:17]1[NH:18][C:19](=[O:27])[C:20]2[CH2:26][O:25][CH2:24][CH2:23][C:21]=2[N:22]=1)[CH2:11][N:8]1[CH2:7][CH2:6][CH:5]([C:3]([O:2][CH3:1])=[O:4])[CH2:10][CH2:9]1, predict the reactants needed to synthesize it. The reactants are: [CH3:1][O:2][C:3]([CH:5]1[CH2:10][CH2:9][N:8]([CH2:11][C:12]([OH:14])=O)[CH2:7][CH2:6]1)=[O:4].[NH2:15][CH2:16][C:17]1[NH:18][C:19](=[O:27])[C:20]2[CH2:26][O:25][CH2:24][CH2:23][C:21]=2[N:22]=1.